Task: Predict which catalyst facilitates the given reaction.. Dataset: Catalyst prediction with 721,799 reactions and 888 catalyst types from USPTO (1) Reactant: [CH3:1][N:2]1[C:6]2[CH:7]=[C:8]([NH2:12])[C:9]([NH2:11])=[CH:10][C:5]=2[N:4]=[C:3]1[CH3:13].[Br:14][C:15]1[CH:20]=[CH:19][C:18]([C:21]([C:23]([C:25]2[CH:30]=[CH:29][C:28]([Br:31])=[CH:27][CH:26]=2)=O)=O)=[CH:17][CH:16]=1. Product: [CH3:1][N:2]1[C:6]2=[CH:7][C:8]3[N:12]=[C:21]([C:18]4[CH:19]=[CH:20][C:15]([Br:14])=[CH:16][CH:17]=4)[C:23]([C:25]4[CH:26]=[CH:27][C:28]([Br:31])=[CH:29][CH:30]=4)=[N:11][C:9]=3[CH:10]=[C:5]2[N:4]=[C:3]1[CH3:13]. The catalyst class is: 5. (2) Reactant: [NH2:1][C:2]1[N:7]=[CH:6][N:5]=[C:4]2[N:8]([C@H:26]3[CH2:31][CH2:30][C@@H:29]([N:32]4[CH2:37][CH2:36][N:35]([CH3:38])[CH2:34][CH2:33]4)[CH2:28][CH2:27]3)[N:9]=[C:10]([C:11]3[CH:25]=[CH:24][C:14]([O:15][C:16]4[CH:23]=[CH:22][C:19]([C:20]#[N:21])=[CH:18][CH:17]=4)=[CH:13][CH:12]=3)[C:3]=12.[OH-].[Na+].OO.C(O)(=O)CC(CC(O)=O)(C(O)=O)[OH:46]. Product: [NH2:1][C:2]1[N:7]=[CH:6][N:5]=[C:4]2[N:8]([C@H:26]3[CH2:31][CH2:30][C@@H:29]([N:32]4[CH2:33][CH2:34][N:35]([CH3:38])[CH2:36][CH2:37]4)[CH2:28][CH2:27]3)[N:9]=[C:10]([C:11]3[CH:12]=[CH:13][C:14]([O:15][C:16]4[CH:17]=[CH:18][C:19]([C:20]([NH2:21])=[O:46])=[CH:22][CH:23]=4)=[CH:24][CH:25]=3)[C:3]=12. The catalyst class is: 38.